Task: Predict the product of the given reaction.. Dataset: Forward reaction prediction with 1.9M reactions from USPTO patents (1976-2016) (1) Given the reactants [CH3:1][CH:2]1[CH2:7][CH:6]([CH3:8])[CH2:5][CH2:4][CH:3]1[C:9]1[CH:14]=[CH:13][CH:12]=[CH:11][N:10]=1.C(C1C=CC=CN=1)=C.CC(C=CC)=C, predict the reaction product. The product is: [CH3:1][CH:2]1[CH:7]=[C:6]([CH3:8])[CH2:5][CH2:4][CH:3]1[C:9]1[CH:14]=[CH:13][CH:12]=[CH:11][N:10]=1. (2) Given the reactants [CH3:1][C@@H:2]1[CH2:6][N:5]([CH2:7][C:8]2[CH:9]=[N:10][C:11]([CH3:14])=NC=2)[CH2:4][C@H:3]1[C:15]1[NH:16][C:17](=[O:30])[C:18]2[CH:23]=[N:22][N:21]([CH:24]3[CH2:29][CH2:28][O:27][CH2:26][CH2:25]3)[C:19]=2[N:20]=1.C[C:32]1[N:33]=CC(C=O)=NC=1, predict the reaction product. The product is: [CH3:1][C@@H:2]1[CH2:6][N:5]([CH2:7][C:8]2[CH:9]=[N:10][C:11]([CH3:14])=[CH:32][N:33]=2)[CH2:4][C@H:3]1[C:15]1[NH:16][C:17](=[O:30])[C:18]2[CH:23]=[N:22][N:21]([CH:24]3[CH2:25][CH2:26][O:27][CH2:28][CH2:29]3)[C:19]=2[N:20]=1. (3) The product is: [F:18][C:19]1[CH:20]=[C:21]([NH:22][C:2]2[N:10]=[CH:9][C:8]([F:11])=[CH:7][C:3]=2[C:4]([OH:6])=[O:5])[CH:23]=[CH:24][C:25]=1[F:26]. Given the reactants Cl[C:2]1[N:10]=[CH:9][C:8]([F:11])=[CH:7][C:3]=1[C:4]([OH:6])=[O:5].C([O-])([O-])=O.[K+].[K+].[F:18][C:19]1[CH:20]=[C:21]([CH:23]=[CH:24][C:25]=1[F:26])[NH2:22].Cl, predict the reaction product. (4) The product is: [C:12]([C:14]1[CH:15]=[CH:16][C:17]([CH2:18][CH:19]([CH:32]=[O:33])[CH2:20][CH2:21][C:22]2[CH:23]=[CH:24][C:25]([C:26]([O:28][CH3:29])=[O:27])=[CH:30][CH:31]=2)=[CH:34][CH:35]=1)#[N:13]. Given the reactants [Cr](Cl)([O-])(=O)=O.[NH+]1C=CC=CC=1.[C:12]([C:14]1[CH:35]=[CH:34][C:17]([CH2:18][CH:19]([CH2:32][OH:33])[CH2:20][CH2:21][C:22]2[CH:31]=[CH:30][C:25]([C:26]([O:28][CH3:29])=[O:27])=[CH:24][CH:23]=2)=[CH:16][CH:15]=1)#[N:13], predict the reaction product. (5) Given the reactants [Cl:1][C:2]1[CH:7]=[CH:6][C:5]([CH2:8][C:9]([OH:11])=O)=[CH:4][CH:3]=1.[CH:12]([N:15]1[C:19]2[N:20]=[CH:21][N:22]=[CH:23][C:18]=2[C:17]([C:24]([C:26]2[CH:27]=[N:28][CH:29]=[C:30]([NH:32][CH3:33])[CH:31]=2)=[O:25])=[CH:16]1)([CH3:14])[CH3:13].F[P-](F)(F)(F)(F)F.CN(C(=[N+](C)C)ON1C2=NC=CC=C2N=N1)C, predict the reaction product. The product is: [Cl:1][C:2]1[CH:3]=[CH:4][C:5]([CH2:8][C:9]([N:32]([C:30]2[CH:29]=[N:28][CH:27]=[C:26]([C:24]([C:17]3[C:18]4[CH:23]=[N:22][CH:21]=[N:20][C:19]=4[N:15]([CH:12]([CH3:14])[CH3:13])[CH:16]=3)=[O:25])[CH:31]=2)[CH3:33])=[O:11])=[CH:6][CH:7]=1. (6) Given the reactants [NH2:1][CH:2]([C:8]1[CH:13]=[CH:12][C:11]([O:14][CH3:15])=[C:10]([O:16][CH3:17])[CH:9]=1)[CH2:3][C:4]([O:6][CH3:7])=[O:5].[C:18]([NH:21][C@@H:22]([C:30]([OH:32])=[O:31])[CH2:23][C:24]1[CH:29]=[CH:28][CH:27]=[CH:26][CH:25]=1)(=[O:20])[CH3:19], predict the reaction product. The product is: [C:18]([NH:21][C@@H:22]([C:30]([OH:32])=[O:31])[CH2:23][C:24]1[CH:25]=[CH:26][CH:27]=[CH:28][CH:29]=1)(=[O:20])[CH3:19].[NH2:1][C@H:2]([C:8]1[CH:13]=[CH:12][C:11]([O:14][CH3:15])=[C:10]([O:16][CH3:17])[CH:9]=1)[CH2:3][C:4]([O:6][CH3:7])=[O:5]. (7) The product is: [C:26]1([C:30]2[CH:31]=[CH:32][CH:33]=[CH:34][CH:35]=2)[CH:27]=[CH:28][CH:29]=[C:24]([C:9]2[CH2:14][CH2:13][N:12]([C:15]([O:17][C:18]([CH3:19])([CH3:20])[CH3:21])=[O:16])[CH2:11][CH:10]=2)[CH:25]=1. Given the reactants CC1(C)C(C)(C)OB([C:9]2[CH2:14][CH2:13][N:12]([C:15]([O:17][C:18]([CH3:21])([CH3:20])[CH3:19])=[O:16])[CH2:11][CH:10]=2)O1.Br[C:24]1[CH:25]=[C:26]([C:30]2[CH:35]=[CH:34][CH:33]=[CH:32][CH:31]=2)[CH:27]=[CH:28][CH:29]=1.C(=O)([O-])[O-].[K+].[K+], predict the reaction product. (8) Given the reactants C[O:2][C:3](=[O:18])[C:4]1[CH:9]=[CH:8][C:7]([CH:10]([F:12])[F:11])=[N:6][C:5]=1[CH2:13][CH2:14][CH2:15][O:16][CH3:17], predict the reaction product. The product is: [F:12][CH:10]([F:11])[C:7]1[CH:8]=[CH:9][C:4]([C:3]([OH:18])=[O:2])=[C:5]([CH2:13][CH2:14][CH2:15][O:16][CH3:17])[N:6]=1. (9) Given the reactants [Cl:1][C:2]1[CH:3]=[C:4]([CH:23]([CH2:29][CH2:30][O:31][CH3:32])[C:24]([O:26]CC)=[O:25])[CH:5]=[C:6]([C:13]2[CH:18]=[CH:17][C:16]([C:19]([F:22])([F:21])[F:20])=[CH:15][CH:14]=2)[C:7]=1[O:8][CH2:9][CH:10]1[CH2:12][CH2:11]1.CO.O.O[Li].O, predict the reaction product. The product is: [Cl:1][C:2]1[CH:3]=[C:4]([CH:23]([CH2:29][CH2:30][O:31][CH3:32])[C:24]([OH:26])=[O:25])[CH:5]=[C:6]([C:13]2[CH:14]=[CH:15][C:16]([C:19]([F:22])([F:21])[F:20])=[CH:17][CH:18]=2)[C:7]=1[O:8][CH2:9][CH:10]1[CH2:11][CH2:12]1. (10) Given the reactants C[O:2][C:3](=[O:35])[CH2:4][NH:5][C:6]([C:8]1[C:17]2[C:12](=[CH:13][CH:14]=[CH:15][CH:16]=2)[C:11]([C:18]2[CH2:22][C:21]([C:27]3[CH:32]=[C:31]([Cl:33])[CH:30]=[C:29]([Cl:34])[CH:28]=3)([C:23]([F:26])([F:25])[F:24])[O:20][N:19]=2)=[CH:10][CH:9]=1)=[O:7].[OH-].[Li+], predict the reaction product. The product is: [Cl:34][C:29]1[CH:28]=[C:27]([C:21]2([C:23]([F:25])([F:24])[F:26])[O:20][N:19]=[C:18]([C:11]3[C:12]4[C:17](=[CH:16][CH:15]=[CH:14][CH:13]=4)[C:8]([C:6]([NH:5][CH2:4][C:3]([OH:35])=[O:2])=[O:7])=[CH:9][CH:10]=3)[CH2:22]2)[CH:32]=[C:31]([Cl:33])[CH:30]=1.